From a dataset of NCI-60 drug combinations with 297,098 pairs across 59 cell lines. Regression. Given two drug SMILES strings and cell line genomic features, predict the synergy score measuring deviation from expected non-interaction effect. (1) Drug 1: C#CCC(CC1=CN=C2C(=N1)C(=NC(=N2)N)N)C3=CC=C(C=C3)C(=O)NC(CCC(=O)O)C(=O)O. Drug 2: CC1=C(C(=O)C2=C(C1=O)N3CC4C(C3(C2COC(=O)N)OC)N4)N. Cell line: OVCAR3. Synergy scores: CSS=26.0, Synergy_ZIP=-7.26, Synergy_Bliss=-5.02, Synergy_Loewe=-3.57, Synergy_HSA=-3.78. (2) Drug 1: CC1C(C(CC(O1)OC2CC(CC3=C2C(=C4C(=C3O)C(=O)C5=C(C4=O)C(=CC=C5)OC)O)(C(=O)C)O)N)O.Cl. Drug 2: CCC(=C(C1=CC=CC=C1)C2=CC=C(C=C2)OCCN(C)C)C3=CC=CC=C3.C(C(=O)O)C(CC(=O)O)(C(=O)O)O. Cell line: SNB-75. Synergy scores: CSS=17.3, Synergy_ZIP=1.56, Synergy_Bliss=1.78, Synergy_Loewe=-43.1, Synergy_HSA=0.755.